Dataset: CYP2C9 inhibition data for predicting drug metabolism from PubChem BioAssay. Task: Regression/Classification. Given a drug SMILES string, predict its absorption, distribution, metabolism, or excretion properties. Task type varies by dataset: regression for continuous measurements (e.g., permeability, clearance, half-life) or binary classification for categorical outcomes (e.g., BBB penetration, CYP inhibition). Dataset: cyp2c9_veith. The compound is CS(=O)(=O)N1CCC2(CCN(c3ccccn3)CC2)CC1. The result is 0 (non-inhibitor).